Dataset: Catalyst prediction with 721,799 reactions and 888 catalyst types from USPTO. Task: Predict which catalyst facilitates the given reaction. Reactant: C(O[C:4]([N:6]=[C:7]=[S:8])=[O:5])C.[CH3:9][O:10][C:11]([CH3:23])([CH3:22])[CH2:12][NH:13][C:14]1[N:15]=[CH:16][NH:17][C:18]=1C(N)=O. Product: [CH3:9][O:10][C:11]([CH3:23])([CH3:22])[CH2:12][N:13]1[C:14]2[N:15]=[CH:16][NH:17][C:18]=2[C:4](=[O:5])[NH:6][C:7]1=[S:8]. The catalyst class is: 2.